Dataset: Full USPTO retrosynthesis dataset with 1.9M reactions from patents (1976-2016). Task: Predict the reactants needed to synthesize the given product. Given the product [O:1]1[CH2:5][CH2:4][C@H:3]([O:6][CH2:7][C:8]2[N:9]=[C:10]([C:15]#[N:16])[CH:11]=[CH:12][CH:13]=2)[CH2:2]1, predict the reactants needed to synthesize it. The reactants are: [O:1]1[CH2:5][CH2:4][C@H:3]([O:6][CH2:7][C:8]2[CH:13]=[CH:12][CH:11]=[CH:10][N+:9]=2[O-])[CH2:2]1.[CH3:15][N:16](C)C(Cl)=O.C[Si](C#N)(C)C.C([O-])([O-])=O.[Na+].[Na+].